From a dataset of Reaction yield outcomes from USPTO patents with 853,638 reactions. Predict the reaction yield, written as a fraction of the theoretical maximum amount of product (1.0 means a 100% yield; for example, 0.34 means a 34% yield). The reactants are Cl.[CH2:2]([O:9][CH:10]([CH3:16])[CH:11]([B:13]([OH:15])[OH:14])Cl)[C:3]1[CH:8]=[CH:7][CH:6]=[CH:5][CH:4]=1.[C:17]12([OH:28])[CH2:25][CH:21]([C:22]1([CH3:24])[CH3:23])[CH2:20][CH2:19][C:18]2([OH:27])[CH3:26].[Li+].C[Si]([N-:34][Si](C)(C)C)(C)C. The catalyst is C1COCC1. The product is [CH2:2]([O:9][CH:10]([CH3:16])[CH:11]([B:13]([OH:15])[OH:14])[NH2:34])[C:3]1[CH:8]=[CH:7][CH:6]=[CH:5][CH:4]=1.[C:17]12([OH:28])[CH2:25][CH:21]([C:22]1([CH3:24])[CH3:23])[CH2:20][CH2:19][C:18]2([OH:27])[CH3:26]. The yield is 0.630.